This data is from Full USPTO retrosynthesis dataset with 1.9M reactions from patents (1976-2016). The task is: Predict the reactants needed to synthesize the given product. (1) Given the product [I:18][C:2]1[CH:3]=[CH:4][C:5]([C:12]2[CH:17]=[CH:16][CH:15]=[CH:14][CH:13]=2)=[C:6]2[C:10]=1[C:9](=[O:11])[NH:8][CH2:7]2, predict the reactants needed to synthesize it. The reactants are: N[C:2]1[CH:3]=[CH:4][C:5]([C:12]2[CH:17]=[CH:16][CH:15]=[CH:14][CH:13]=2)=[C:6]2[C:10]=1[C:9](=[O:11])[NH:8][CH2:7]2.[I-:18].[K+].II.N(OC(C)(C)C)=O.S([O-])([O-])(=O)=S.[Na+].[Na+]. (2) Given the product [Cl:10][C:9]1[C:2]([CH3:1])=[C:3]([CH2:4][C:11]#[N:12])[CH:6]=[CH:7][CH:8]=1, predict the reactants needed to synthesize it. The reactants are: [CH3:1][C:2]1[C:9]([Cl:10])=[CH:8][CH:7]=[CH:6][C:3]=1[CH2:4]Cl.[C-:11]#[N:12].[Na+].CS(C)=O. (3) Given the product [C:1]([C:5]1[CH:6]=[CH:7][C:8]2[C:11]3[CH:12]=[C:13]([CH3:16])[S:14][C:15]=3[C:32](=[O:33])[C:9]=2[CH:10]=1)([CH3:4])([CH3:3])[CH3:2], predict the reactants needed to synthesize it. The reactants are: [C:1]([C:5]1[CH:10]=[CH:9][C:8]([C:11]2[CH:12]=[C:13]([CH3:16])[S:14][CH:15]=2)=[CH:7][CH:6]=1)([CH3:4])([CH3:3])[CH3:2].CN(CCN(C)C)C.[Li]CCCC.CN(C)[C:32](=O)[O:33]CC.[NH4+].[Cl-]. (4) Given the product [F:1][C:2]1[CH:3]=[C:4]([S:8]([C:11]2[CH:20]=[C:19]3[C:14]([CH2:15][CH2:16][C@H:17]([CH2:21][NH:29][CH3:28])[O:18]3)=[CH:13][CH:12]=2)(=[O:10])=[O:9])[CH:5]=[CH:6][CH:7]=1, predict the reactants needed to synthesize it. The reactants are: [F:1][C:2]1[CH:3]=[C:4]([S:8]([C:11]2[CH:20]=[C:19]3[C:14]([CH2:15][CH2:16][C@H:17]([CH2:21]OS(C)(=O)=O)[O:18]3)=[CH:13][CH:12]=2)(=[O:10])=[O:9])[CH:5]=[CH:6][CH:7]=1.O.[CH3:28][NH2:29]. (5) The reactants are: [Cl:1][C:2]1[C:3]([I:23])=[CH:4][C:5]2[N:9]=[C:8](S(C)(=O)=O)[N:7](COCC[Si](C)(C)C)[C:6]=2[CH:22]=1.[C:24]([O-:27])([O-])=O.[Cs+].[Cs+].[CH:30]([OH:32])=O.S([O-])(O)(=O)=O.[K+].[OH-:39].[Na+].Cl.[CH3:42][CH2:43][O:44][C:45]([CH3:47])=O. Given the product [Cl:1][C:2]1[C:3]([I:23])=[CH:4][C:5]2[N:9]=[C:8]([O:39][C@@H:42]3[C@@H:47]4[O:32][CH2:30][C@@H:24]([OH:27])[C@@H:45]4[O:44][CH2:43]3)[NH:7][C:6]=2[CH:22]=1, predict the reactants needed to synthesize it. (6) Given the product [CH3:1][N:2]1[C:14]2[CH2:13][CH2:12][C:11](=[CH2:19])[C:10](=[O:15])[C:9]=2[C:8]2[C:3]1=[CH:4][CH:5]=[CH:6][CH:7]=2, predict the reactants needed to synthesize it. The reactants are: [CH3:1][N:2]1[C:14]2[CH2:13][CH2:12][CH2:11][C:10](=[O:15])[C:9]=2[C:8]2[C:3]1=[CH:4][CH:5]=[CH:6][CH:7]=2.C=O.Cl.[CH3:19]N(C=O)C. (7) Given the product [Cl:33][C:34]1[CH:35]=[C:36]2[C:40](=[CH:41][CH:42]=1)[N:39]([CH2:43][C:44]([O:46][CH3:47])=[O:45])[C:38]([CH3:48])=[C:37]2[C:49]1[CH:54]=[CH:53][C:52](=[O:55])[N:51]([CH2:63][C:64]2[CH:69]=[CH:68][C:67]([CH3:70])=[CH:66][CH:65]=2)[N:50]=1, predict the reactants needed to synthesize it. The reactants are: S1C2C=CC=CC=2N=C1CN1C(=O)C=CC(C2C3C(=CC=C(Cl)C=3)N(CC(O)=O)C=2C)=N1.[Cl:33][C:34]1[CH:35]=[C:36]2[C:40](=[CH:41][CH:42]=1)[N:39]([CH2:43][C:44]([O:46][CH3:47])=[O:45])[C:38]([CH3:48])=[C:37]2[C:49]1[N:50]=[N:51][C:52]([OH:55])=[CH:53][CH:54]=1.C(=O)([O-])[O-].[K+].[K+].Br[CH2:63][C:64]1[CH:69]=[CH:68][C:67]([CH3:70])=[CH:66][CH:65]=1. (8) Given the product [ClH:28].[NH:12]1[CH2:11][CH2:10][CH:9]([O:8][C:6]2[CH:5]=[CH:4][N:3]([C:22]3[CH:23]=[N:24][CH:25]=[CH:26][CH:27]=3)[C:2](=[O:1])[CH:7]=2)[CH2:14][CH2:13]1, predict the reactants needed to synthesize it. The reactants are: [O:1]=[C:2]1[CH:7]=[C:6]([O:8][CH:9]2[CH2:14][CH2:13][N:12](C(OC(C)(C)C)=O)[CH2:11][CH2:10]2)[CH:5]=[CH:4][N:3]1[C:22]1[CH:23]=[N:24][CH:25]=[CH:26][CH:27]=1.[ClH:28]. (9) Given the product [NH2:22][C:17]1[CH:18]=[CH:19][CH:20]=[CH:21][C:16]=1[CH2:15][NH:14][CH:11]1[CH2:12][CH2:13][N:8]([CH2:1][C:2]2[CH:3]=[CH:4][CH:5]=[CH:6][CH:7]=2)[CH2:9][CH2:10]1, predict the reactants needed to synthesize it. The reactants are: [CH2:1]([N:8]1[CH2:13][CH2:12][CH:11]([NH:14][CH2:15][C:16]2[CH:21]=[CH:20][CH:19]=[CH:18][C:17]=2[N+:22]([O-])=O)[CH2:10][CH2:9]1)[C:2]1[CH:7]=[CH:6][CH:5]=[CH:4][CH:3]=1.